This data is from Forward reaction prediction with 1.9M reactions from USPTO patents (1976-2016). The task is: Predict the product of the given reaction. (1) The product is: [NH:1]1[C:9]2[C:4](=[CH:5][CH:6]=[CH:7][C:8]=2/[CH:10]=[N:12]\[OH:13])[CH:3]=[CH:2]1. Given the reactants [NH:1]1[C:9]2[C:4](=[CH:5][CH:6]=[CH:7][C:8]=2[CH:10]=O)[CH:3]=[CH:2]1.[NH2:12][OH:13].[OH-].[Na+], predict the reaction product. (2) Given the reactants [ClH:1].C(OC([N:9]1[CH2:14][CH2:13][CH:12]([S:15]([C:18]2[CH:23]=[CH:22][C:21]([C:24]#[N:25])=[CH:20][CH:19]=2)(=[O:17])=[O:16])[CH2:11][CH2:10]1)=O)(C)(C)C, predict the reaction product. The product is: [ClH:1].[NH:9]1[CH2:10][CH2:11][CH:12]([S:15]([C:18]2[CH:23]=[CH:22][C:21]([C:24]#[N:25])=[CH:20][CH:19]=2)(=[O:17])=[O:16])[CH2:13][CH2:14]1. (3) Given the reactants [O:1]1[C:6]2=[CH:7][CH:8]=[CH:9][C:5]2=[CH:4][CH:3]=[C:2]1[N:10]([C:36]1[CH:41]=[CH:40][CH:39]=[CH:38][CH:37]=1)[C:11]([CH:13]([C:24]1[CH:29]=[CH:28][C:27]([C:30]2[CH2:35][CH2:34][CH2:33][CH2:32][CH:31]=2)=[CH:26][CH:25]=1)[CH2:14][C:15]1[CH:23]=[CH:22][C:18]([C:19]([OH:21])=[O:20])=[CH:17][CH:16]=1)=[O:12], predict the reaction product. The product is: [O:1]1[C:6]2=[CH:7][CH:8]=[CH:9][C:5]2=[CH:4][CH:3]=[C:2]1[N:10]([C:36]1[CH:41]=[CH:40][CH:39]=[CH:38][CH:37]=1)[C:11]([CH:13]([C:24]1[CH:25]=[CH:26][C:27]([CH:30]2[CH2:35][CH2:34][CH2:33][CH2:32][CH2:31]2)=[CH:28][CH:29]=1)[CH2:14][C:15]1[CH:23]=[CH:22][C:18]([C:19]([OH:21])=[O:20])=[CH:17][CH:16]=1)=[O:12]. (4) Given the reactants [F:1][C:2]1[CH:3]=[C:4]([O:18][CH3:19])[CH:5]=[C:6]2[C:11]=1[NH:10][CH:9]=[C:8]([C:12]([O:14][CH2:15][CH3:16])=[O:13])[C:7]2=O.P(Br)(Br)[Br:21].C(=O)(O)[O-].[Na+], predict the reaction product. The product is: [Br:21][C:7]1[C:6]2[C:11](=[C:2]([F:1])[CH:3]=[C:4]([O:18][CH3:19])[CH:5]=2)[N:10]=[CH:9][C:8]=1[C:12]([O:14][CH2:15][CH3:16])=[O:13]. (5) Given the reactants [CH3:1][C:2]1[C:11]2[C:10](=[O:12])[NH:9][C@@H:8]3[CH2:13][N:14]([C:16]([O:18][C:19]([CH3:22])([CH3:21])[CH3:20])=[O:17])[CH2:15][C@H:7]3[C:6]=2[CH:5]=[C:4](OS(C(F)(F)F)(=O)=O)[CH:3]=1.[CH3:31][Zn]C, predict the reaction product. The product is: [CH3:1][C:2]1[C:11]2[C:10](=[O:12])[NH:9][C@@H:8]3[CH2:13][N:14]([C:16]([O:18][C:19]([CH3:20])([CH3:22])[CH3:21])=[O:17])[CH2:15][C@H:7]3[C:6]=2[CH:5]=[C:4]([CH3:31])[CH:3]=1. (6) Given the reactants [C:1]1([C@H:7]2[C@@H:11]([C:12]3[CH:17]=[CH:16][CH:15]=[CH:14][CH:13]=3)[NH:10][C:9](=[S:18])[NH:8]2)[CH:6]=[CH:5][CH:4]=[CH:3][CH:2]=1.[Br:19][C:20]1[CH:27]=[CH:26][CH:25]=[CH:24][C:21]=1[CH2:22][Cl:23], predict the reaction product. The product is: [ClH:23].[Br:19][C:20]1[CH:27]=[CH:26][CH:25]=[CH:24][C:21]=1[CH2:22][S:18][C:9]1[NH:8][C@H:7]([C:1]2[CH:2]=[CH:3][CH:4]=[CH:5][CH:6]=2)[C@H:11]([C:12]2[CH:13]=[CH:14][CH:15]=[CH:16][CH:17]=2)[N:10]=1.